From a dataset of Reaction yield outcomes from USPTO patents with 853,638 reactions. Predict the reaction yield, written as a fraction of the theoretical maximum amount of product (1.0 means a 100% yield; for example, 0.34 means a 34% yield). (1) The reactants are C(O[C:6](=O)[N:7]([CH2:9][C:10]1[CH:14]=[C:13]([C:15]2[CH:20]=[CH:19][CH:18]=[C:17]([O:21][CH3:22])[C:16]=2[F:23])[N:12]([S:24]([C:27]2[CH:28]=[N:29][CH:30]=[CH:31][CH:32]=2)(=[O:26])=[O:25])[CH:11]=1)C)(C)(C)C.[C:34]([O:37]CC)(=[O:36])[CH3:35].Cl.C[OH:42]. No catalyst specified. The product is [C:17]([OH:21])(=[O:42])/[CH:18]=[CH:35]/[C:34]([OH:37])=[O:36].[F:23][C:16]1[C:17]([O:21][CH3:22])=[CH:18][CH:19]=[CH:20][C:15]=1[C:13]1[N:12]([S:24]([C:27]2[CH:28]=[N:29][CH:30]=[CH:31][CH:32]=2)(=[O:26])=[O:25])[CH:11]=[C:10]([CH2:9][NH:7][CH3:6])[CH:14]=1. The yield is 0.630. (2) The reactants are [CH3:1][N:2]([CH2:7][C:8]1[O:9][C:10]2[CH:17]=[CH:16][CH:15]=[CH:14][C:11]=2[C:12]=1[CH3:13])[C:3](=[O:6])[CH:4]=[CH2:5].C(N(C(C)C)CC)(C)C.Br[C:28]1[CH:37]=[N:36][C:35]2[NH:34][C:33](=[O:38])[C:32]([CH3:40])([CH3:39])[O:31][C:30]=2[CH:29]=1.CC1C=CC=CC=1P(C1C=CC=CC=1C)C1C=CC=CC=1C. The catalyst is C(#N)CC.CN(C=O)C.CC([O-])=O.CC([O-])=O.[Pd+2]. The product is [CH3:39][C:32]1([CH3:40])[O:31][C:30]2[CH:29]=[C:28](/[CH:5]=[CH:4]/[C:3]([N:2]([CH3:1])[CH2:7][C:8]3[O:9][C:10]4[CH:17]=[CH:16][CH:15]=[CH:14][C:11]=4[C:12]=3[CH3:13])=[O:6])[CH:37]=[N:36][C:35]=2[NH:34][C:33]1=[O:38]. The yield is 0.460. (3) The reactants are [CH3:1][O:2][C:3]1[CH:4]=[C:5]2[C:10](=[CH:11][C:12]=1[O:13][CH3:14])[N:9]=[CH:8][CH:7]=[C:6]2[O:15][C:16]1[N:21]=[CH:20][C:19]([NH2:22])=[CH:18][CH:17]=1.[C:23]1([CH2:29][C:30]([N:32]=[C:33]=[S:34])=[O:31])[CH:28]=[CH:27][CH:26]=[CH:25][CH:24]=1. The catalyst is CCOC(C)=O.CO. The product is [CH3:1][O:2][C:3]1[CH:4]=[C:5]2[C:10](=[CH:11][C:12]=1[O:13][CH3:14])[N:9]=[CH:8][CH:7]=[C:6]2[O:15][C:16]1[N:21]=[CH:20][C:19]([NH:22][C:33]([NH:32][C:30](=[O:31])[CH2:29][C:23]2[CH:24]=[CH:25][CH:26]=[CH:27][CH:28]=2)=[S:34])=[CH:18][CH:17]=1. The yield is 0.297. (4) The reactants are [NH2:1][C:2]1[C:3]([CH3:28])=[N:4][C:5]([O:9][CH2:10][C:11]([N:13]([CH:15]2[CH2:20][CH2:19][N:18]([CH2:21][C:22]3[CH:27]=[CH:26][CH:25]=[CH:24][CH:23]=3)[CH2:17][CH2:16]2)[CH3:14])=[O:12])=[N:6][C:7]=1[CH3:8].[BrH:29]. The catalyst is CO. The product is [BrH:29].[NH2:1][C:2]1[C:7]([CH3:8])=[N:6][C:5]([O:9][CH2:10][C:11]([N:13]([CH:15]2[CH2:20][CH2:19][N:18]([CH2:21][C:22]3[CH:23]=[CH:24][CH:25]=[CH:26][CH:27]=3)[CH2:17][CH2:16]2)[CH3:14])=[O:12])=[N:4][C:3]=1[CH3:28]. The yield is 0.780. (5) The yield is 0.790. The reactants are FC(F)(F)S(O[C:7]1[C:12]([C:13]2[NH:14][C:15]3[C:20]([CH:21]=2)=[C:19]([F:22])[CH:18]=[CH:17][CH:16]=3)=[CH:11][C:10]([Br:23])=[CH:9][N:8]=1)(=O)=O.[CH2:26]([Sn](CCCC)(CCCC)C=C)[CH2:27]CC.[Li+].[Cl-].CC(=O)OCC. The catalyst is CN(C=O)C.Cl[Pd](Cl)([P](C1C=CC=CC=1)(C1C=CC=CC=1)C1C=CC=CC=1)[P](C1C=CC=CC=1)(C1C=CC=CC=1)C1C=CC=CC=1. The product is [Br:23][C:10]1[CH:11]=[C:12]([C:13]2[NH:14][C:15]3[C:20]([CH:21]=2)=[C:19]([F:22])[CH:18]=[CH:17][CH:16]=3)[C:7]([CH:26]=[CH2:27])=[N:8][CH:9]=1. (6) The reactants are [ClH:1].[NH2:2][CH2:3][CH2:4][N:5]1[CH:9]=[CH:8][N:7]=[C:6]1[CH2:10][CH2:11][C:12]([N:14]1[CH2:19][CH2:18][CH:17]([N:20]([CH3:22])[CH3:21])[CH2:16][CH2:15]1)=[O:13]. The catalyst is C(OCC)C. The product is [ClH:1].[NH2:2][CH2:3][CH2:4][N:5]1[CH:9]=[CH:8][N:7]=[C:6]1[CH2:10][CH2:11][C:12]([N:14]1[CH2:19][CH2:18][CH:17]([N:20]([CH3:22])[CH3:21])[CH2:16][CH2:15]1)=[O:13]. The yield is 0.880.